From a dataset of Forward reaction prediction with 1.9M reactions from USPTO patents (1976-2016). Predict the product of the given reaction. (1) Given the reactants C([O:8][C:9]1[C:14]([Cl:15])=[CH:13][C:12]([C:16]([N:18]2[C:27]3[C:22](=[CH:23][CH:24]=[CH:25][CH:26]=3)[NH:21][CH2:20][CH2:19]2)=[O:17])=[CH:11][C:10]=1[Cl:28])C1C=CC=CC=1, predict the reaction product. The product is: [Cl:28][C:10]1[CH:11]=[C:12]([C:16]([N:18]2[C:27]3[C:22](=[CH:23][CH:24]=[CH:25][CH:26]=3)[NH:21][CH2:20][CH2:19]2)=[O:17])[CH:13]=[C:14]([Cl:15])[C:9]=1[OH:8]. (2) Given the reactants C1C=CC(P(C2C=CC=CC=2)C2C=CC=CC=2)=CC=1.[CH2:20](O)[CH:21]=[CH:22][C:23]1[CH:28]=[CH:27][CH:26]=[CH:25][CH:24]=1.[CH2:30]([O:32][C:33](=[O:49])[CH:34]([CH2:40][C:41]([N:43]1[CH2:48][CH2:47][O:46][CH2:45][CH2:44]1)=[O:42])[C:35]([O:37][CH2:38][CH3:39])=[O:36])[CH3:31].[H-].[Na+].B(F)(F)F, predict the reaction product. The product is: [CH2:38]([O:37][C:35](=[O:36])[C:34]([CH2:40][C:41]([N:43]1[CH2:48][CH2:47][O:46][CH2:45][CH2:44]1)=[O:42])([CH2:20][CH:21]=[CH:22][C:23]1[CH:28]=[CH:27][CH:26]=[CH:25][CH:24]=1)[C:33]([O:32][CH2:30][CH3:31])=[O:49])[CH3:39]. (3) Given the reactants [F:1][C:2]1[C:10]([F:11])=[C:9]2[C:5]([CH:6]=[CH:7][NH:8]2)=[CH:4][CH:3]=1.Cl[C:13]1[CH:18]=[CH:17][N:16]=[C:15]([NH:19][CH:20]2[CH2:25][C:24]([CH3:27])([CH3:26])[NH:23][C:22]([CH3:29])([CH3:28])[CH2:21]2)[N:14]=1.CCCC[N+](CCCC)(CCCC)CCCC.[F-], predict the reaction product. The product is: [F:1][C:2]1[C:10]([F:11])=[C:9]2[C:5]([C:6]([C:17]3[CH:18]=[CH:13][N:14]=[C:15]([NH:19][CH:20]4[CH2:25][C:24]([CH3:27])([CH3:26])[NH:23][C:22]([CH3:29])([CH3:28])[CH2:21]4)[N:16]=3)=[CH:7][NH:8]2)=[CH:4][CH:3]=1. (4) Given the reactants [Cl:1][C:2]1[C:3]([NH:8][S:9]([C:12]2[C:20]3[C:15](=[N:16][CH:17]=[CH:18][CH:19]=3)[S:14][CH:13]=2)(=[O:11])=[O:10])=[N:4][O:5][C:6]=1[CH3:7].CCN(C(C)C)C(C)C.[CH2:30](Cl)[O:31][CH2:32][CH2:33][O:34][CH3:35], predict the reaction product. The product is: [Cl:1][C:2]1[C:3]([N:8]([CH2:30][O:31][CH2:32][CH2:33][O:34][CH3:35])[S:9]([C:12]2[C:20]3[C:15](=[N:16][CH:17]=[CH:18][CH:19]=3)[S:14][CH:13]=2)(=[O:11])=[O:10])=[N:4][O:5][C:6]=1[CH3:7]. (5) Given the reactants [CH3:1][C:2]1[CH:7]=[CH:6][CH:5]=[C:4]([CH3:8])[C:3]=1[NH:9][C:10]1[C:18]2[C:13](=[CH:14][C:15]([NH:19][C:20]3[CH:25]=[CH:24][CH:23]=[CH:22][CH:21]=3)=[CH:16][CH:17]=2)[N:12]([CH2:26][C:27](O)=[O:28])[N:11]=1.CCN(CC)CC.C1N(P(Cl)(N2C(=O)OCC2)=O)C(=O)OC1.[CH3:52][N:53]1[CH2:58][CH2:57][NH:56][CH2:55][CH2:54]1, predict the reaction product. The product is: [CH3:8][C:4]1[CH:5]=[CH:6][CH:7]=[C:2]([CH3:1])[C:3]=1[NH:9][C:10]1[C:18]2[C:13](=[CH:14][C:15]([NH:19][C:20]3[CH:21]=[CH:22][CH:23]=[CH:24][CH:25]=3)=[CH:16][CH:17]=2)[N:12]([CH2:26][C:27]([N:56]2[CH2:57][CH2:58][N:53]([CH3:52])[CH2:54][CH2:55]2)=[O:28])[N:11]=1. (6) Given the reactants [NH2:1][C:2]1[CH:3]=[C:4]([CH:9]=[CH:10][C:11]=1[CH2:12][O:13][Si:14]([C:17]([CH3:20])([CH3:19])[CH3:18])([CH3:16])[CH3:15])[C:5]([O:7][CH3:8])=[O:6].[CH:21](OCC)=[O:22], predict the reaction product. The product is: [Si:14]([O:13][CH2:12][C:11]1[CH:10]=[CH:9][C:4]([C:5]([O:7][CH3:8])=[O:6])=[CH:3][C:2]=1[NH:1][CH:21]=[O:22])([C:17]([CH3:20])([CH3:19])[CH3:18])([CH3:16])[CH3:15]. (7) Given the reactants [NH2:1][C:2]1[N:7]=[C:6]([Cl:8])[CH:5]=[C:4]([O:9][CH2:10][C:11]2[CH:24]=[CH:23][C:14]([CH2:15][NH:16]C(=O)C(F)(F)F)=[CH:13][CH:12]=2)[N:3]=1.CN, predict the reaction product. The product is: [NH2:16][CH2:15][C:14]1[CH:23]=[CH:24][C:11]([CH2:10][O:9][C:4]2[N:3]=[C:2]([NH2:1])[N:7]=[C:6]([Cl:8])[CH:5]=2)=[CH:12][CH:13]=1. (8) Given the reactants [N:1]1([C:7]([N:9]2[CH2:14][CH:13]([C:15]3[CH:20]=[CH:19][C:18]([O:21][C:22]([F:25])([F:24])[F:23])=[CH:17][CH:16]=3)[CH2:12][CH:11]([C:26](O)=[O:27])[CH2:10]2)=[O:8])[CH2:6][CH2:5][O:4][CH2:3][CH2:2]1.[Cl:29][C:30]1[CH:31]=[C:32]([C:37](=[N:39]O)[NH2:38])[CH:33]=[CH:34][C:35]=1[F:36], predict the reaction product. The product is: [Cl:29][C:30]1[CH:31]=[C:32]([C:37]2[N:39]=[C:26]([CH:11]3[CH2:12][CH:13]([C:15]4[CH:20]=[CH:19][C:18]([O:21][C:22]([F:23])([F:24])[F:25])=[CH:17][CH:16]=4)[CH2:14][N:9]([C:7]([N:1]4[CH2:6][CH2:5][O:4][CH2:3][CH2:2]4)=[O:8])[CH2:10]3)[O:27][N:38]=2)[CH:33]=[CH:34][C:35]=1[F:36]. (9) Given the reactants [N+:1]([C:4]1[CH:13]=[CH:12][CH:11]=[C:10]2[C:5]=1[CH:6]=[CH:7][C:8](Cl)=[N:9]2)([O-])=O.[CH3:15][O:16][C:17]1[CH:24]=[CH:23][CH:22]=[CH:21][C:18]=1[CH2:19][NH2:20].[N:25]1[C:29]2[CH:30]=[CH:31][C:32]([CH:34]=O)=[CH:33][C:28]=2[NH:27][CH:26]=1, predict the reaction product. The product is: [N:25]1[C:29]2[CH:30]=[CH:31][C:32]([CH2:34][NH:1][C:4]3[C:5]4[CH:6]=[CH:7][C:8]([NH:20][CH2:19][C:18]5[CH:21]=[CH:22][CH:23]=[CH:24][C:17]=5[O:16][CH3:15])=[N:9][C:10]=4[CH:11]=[CH:12][CH:13]=3)=[CH:33][C:28]=2[NH:27][CH:26]=1.